Dataset: Reaction yield outcomes from USPTO patents with 853,638 reactions. Task: Predict the reaction yield, written as a fraction of the theoretical maximum amount of product (1.0 means a 100% yield; for example, 0.34 means a 34% yield). (1) The reactants are [NH2:1][C:2]1[CH:10]=[CH:9][C:8]([Br:11])=[CH:7][C:3]=1[C:4](O)=[O:5].O.[CH:13]([NH2:15])=O. No catalyst specified. The product is [Br:11][C:8]1[CH:7]=[C:3]2[C:2](=[CH:10][CH:9]=1)[N:1]=[CH:13][N:15]=[C:4]2[OH:5]. The yield is 0.950. (2) The reactants are FC(F)(F)C(O)=O.[C:8]1([C:14]2[CH:19]=[C:18]([CH:20]3[CH2:25][CH2:24][NH:23][CH2:22][CH2:21]3)[CH:17]=[CH:16][C:15]=2[NH:26][C:27]([C:29]2[NH:30][CH:31]=[C:32]([C:34]#[N:35])[N:33]=2)=[O:28])[CH2:13][CH2:12][CH2:11][CH2:10][CH:9]=1.[C:36]([O:40][C:41]([NH:43][C:44]([CH3:50])([CH3:49])[CH2:45][C:46](O)=[O:47])=[O:42])([CH3:39])([CH3:38])[CH3:37].C1CN([P+](Br)(N2CCCC2)N2CCCC2)CC1.F[P-](F)(F)(F)(F)F.CCN(C(C)C)C(C)C. The catalyst is ClC(Cl)C.CCOC(C)=O. The product is [C:36]([O:40][C:41](=[O:42])[NH:43][C:44]([CH3:50])([CH3:49])[CH2:45][C:46]([N:23]1[CH2:22][CH2:21][CH:20]([C:18]2[CH:17]=[CH:16][C:15]([NH:26][C:27]([C:29]3[NH:30][CH:31]=[C:32]([C:34]#[N:35])[N:33]=3)=[O:28])=[C:14]([C:8]3[CH2:13][CH2:12][CH2:11][CH2:10][CH:9]=3)[CH:19]=2)[CH2:25][CH2:24]1)=[O:47])([CH3:39])([CH3:37])[CH3:38]. The yield is 0.700. (3) The reactants are [Br:1][C:2]1[CH:3]=[CH:4][C:5]2[S:9](=[O:11])(=[O:10])[NH:8][CH2:7][C:6]=2[CH:12]=1.Br[CH2:14][CH2:15][OH:16].C([O-])([O-])=O.[K+].[K+]. The catalyst is CN(C=O)C. The product is [Br:1][C:2]1[CH:3]=[CH:4][C:5]2[S:9](=[O:10])(=[O:11])[N:8]([CH2:14][CH2:15][OH:16])[CH2:7][C:6]=2[CH:12]=1. The yield is 0.700. (4) The reactants are C(O[C:6]([N:8]1[CH2:13][CH2:12][CH:11]([CH2:14][O:15][C:16]2[CH:25]=[C:24]3[C:19]([C:20]([O:26][C:27]4[CH:32]=[CH:31][C:30]([N+:33]([O-:35])=[O:34])=[CH:29][C:28]=4[F:36])=[CH:21][CH:22]=[N:23]3)=[CH:18][C:17]=2[O:37][CH3:38])[CH2:10][CH2:9]1)=O)(C)(C)C.C(O)(C(F)(F)F)=O.[BH-](OC(C)=O)(OC(C)=O)OC(C)=O.[Na+].C=O. The catalyst is C(Cl)Cl. The product is [F:36][C:28]1[CH:29]=[C:30]([N+:33]([O-:35])=[O:34])[CH:31]=[CH:32][C:27]=1[O:26][C:20]1[C:19]2[C:24](=[CH:25][C:16]([O:15][CH2:14][CH:11]3[CH2:12][CH2:13][N:8]([CH3:6])[CH2:9][CH2:10]3)=[C:17]([O:37][CH3:38])[CH:18]=2)[N:23]=[CH:22][CH:21]=1. The yield is 0.930. (5) The reactants are [Cl:1][C:2]1[CH:27]=[CH:26][C:5]([CH2:6][NH:7][C:8]2[N:13]=[C:12](Cl)[C:11]([CH:15]([C:17]3[C:25]4[C:20](=[N:21][CH:22]=[CH:23][CH:24]=4)[NH:19][CH:18]=3)O)=[CH:10][CH:9]=2)=[CH:4][CH:3]=1.C([SiH](CC)CC)C.FC(F)(F)C(O)=[O:38]. The catalyst is C(#N)C. The product is [NH:19]1[C:20]2=[N:21][CH:22]=[CH:23][CH:24]=[C:25]2[C:17]([CH2:15][C:11]2[C:12]([OH:38])=[N:13][C:8]([NH:7][CH2:6][C:5]3[CH:26]=[CH:27][C:2]([Cl:1])=[CH:3][CH:4]=3)=[CH:9][CH:10]=2)=[CH:18]1. The yield is 0.780.